This data is from Forward reaction prediction with 1.9M reactions from USPTO patents (1976-2016). The task is: Predict the product of the given reaction. (1) Given the reactants Cl[C:2]1[N:7]([CH2:8][C:9]2[CH:16]=[CH:15][CH:14]=[CH:13][C:10]=2[C:11]#[N:12])[C:6](=[O:17])[NH:5][C:4](=[O:18])[CH:3]=1.[H-].[Na+].[Li+].[Br-].[C:23]([C:25]1[CH:26]=[C:27]([CH:30]=[CH:31][CH:32]=1)[CH2:28]Br)#[N:24].Cl.Cl.[NH2:35][C@@H:36]1[CH2:41][CH2:40][CH2:39][NH:38][CH2:37]1.C(=O)(O)[O-].[Na+], predict the reaction product. The product is: [NH2:35][C@@H:36]1[CH2:41][CH2:40][CH2:39][N:38]([C:2]2[N:7]([CH2:8][C:9]3[CH:16]=[CH:15][CH:14]=[CH:13][C:10]=3[C:11]#[N:12])[C:6](=[O:17])[N:5]([CH2:28][C:27]3[CH:30]=[CH:31][CH:32]=[C:25]([C:23]#[N:24])[CH:26]=3)[C:4](=[O:18])[CH:3]=2)[CH2:37]1. (2) Given the reactants [CH2:1]([O:3][C:4](=[O:15])[CH2:5][CH:6]1[CH2:11][CH2:10][CH:9]([C:12]([OH:14])=[O:13])[CH2:8][CH2:7]1)[CH3:2].C(Cl)(=O)C(Cl)=O.CCN(CC)CC.[CH2:29](O)[C:30]1[CH:35]=[CH:34][CH:33]=[CH:32][CH:31]=1, predict the reaction product. The product is: [CH2:1]([O:3][C:4](=[O:15])[CH2:5][C@H:6]1[CH2:11][CH2:10][C@H:9]([C:12]([O:14][CH2:29][C:30]2[CH:35]=[CH:34][CH:33]=[CH:32][CH:31]=2)=[O:13])[CH2:8][CH2:7]1)[CH3:2]. (3) Given the reactants C(O)(C(F)(F)F)=O.C([O:12][C@@H:13]([C@H:15]1[CH2:19][S:18][C:17](=[N:20][C:21]2[CH:26]=[CH:25][C:24]([N+:27]([O-:29])=[O:28])=[CH:23][C:22]=2[CH3:30])[N:16]1[CH2:31][CH:32]([CH3:34])[CH3:33])[CH3:14])(C)(C)C, predict the reaction product. The product is: [OH:12][C@@H:13]([C@H:15]1[CH2:19][S:18][C:17](=[N:20][C:21]2[CH:26]=[CH:25][C:24]([N+:27]([O-:29])=[O:28])=[CH:23][C:22]=2[CH3:30])[N:16]1[CH2:31][CH:32]([CH3:34])[CH3:33])[CH3:14]. (4) Given the reactants [Br:1][C:2]1[CH:3]=[C:4]2[C:9](=[CH:10][C:11]=1[O:12]C)[CH:8]([CH3:14])[CH:7](C)[CH2:6][CH2:5]2.B(Br)(Br)Br.Cl[CH2:21]Cl, predict the reaction product. The product is: [Br:1][C:2]1[C:11]([OH:12])=[CH:10][C:9]2[C:8]([CH3:14])([CH3:21])[CH2:7][CH2:6][CH2:5][C:4]=2[CH:3]=1. (5) Given the reactants [CH2:1]([NH:3][C:4]([NH:6][C:7]1[CH:12]=[CH:11][C:10]([C:13]2[N:14]=[C:15]([N:23]3[CH2:28][CH2:27][O:26][CH2:25][C@@H:24]3[CH3:29])[C:16]3[CH2:22][CH2:21][NH:20][CH2:19][C:17]=3[N:18]=2)=[CH:9][CH:8]=1)=[O:5])[CH3:2].Br[CH2:31][CH3:32].CCN(C(C)C)C(C)C, predict the reaction product. The product is: [CH2:1]([NH:3][C:4]([NH:6][C:7]1[CH:8]=[CH:9][C:10]([C:13]2[N:14]=[C:15]([N:23]3[CH2:28][CH2:27][O:26][CH2:25][C@@H:24]3[CH3:29])[C:16]3[CH2:22][CH2:21][N:20]([CH2:31][CH3:32])[CH2:19][C:17]=3[N:18]=2)=[CH:11][CH:12]=1)=[O:5])[CH3:2]. (6) Given the reactants [CH:1]([C:4]1[CH:5]=[CH:6][C:7]([S:10]([N:13]([CH2:22][C:23](O)=[O:24])[C:14]2[CH:19]=[CH:18][CH:17]=[CH:16][C:15]=2[O:20][CH3:21])(=[O:12])=[O:11])=[N:8][CH:9]=1)([CH3:3])[CH3:2].[CH2:26]([NH:28][CH2:29][C:30]1[CH:35]=[CH:34][CH:33]=[C:32]([CH3:36])[N:31]=1)[CH3:27], predict the reaction product. The product is: [CH2:26]([N:28]([CH2:29][C:30]1[CH:35]=[CH:34][CH:33]=[C:32]([CH3:36])[N:31]=1)[C:23](=[O:24])[CH2:22][N:13]([S:10]([C:7]1[CH:6]=[CH:5][C:4]([CH:1]([CH3:2])[CH3:3])=[CH:9][N:8]=1)(=[O:11])=[O:12])[C:14]1[CH:19]=[CH:18][CH:17]=[CH:16][C:15]=1[O:20][CH3:21])[CH3:27]. (7) Given the reactants C(OCC)(=O)C=C.O[CH:9]([CH2:15][CH:16](O)[CH2:17][CH3:18])[C:10]([O:12][CH2:13][CH3:14])=[O:11].C(C1OC(=O)C(O)C1)C, predict the reaction product. The product is: [C:10]([O:12][CH2:13][CH3:14])(=[O:11])/[CH:9]=[CH:15]/[CH:16]=[CH:17]/[CH3:18]. (8) Given the reactants [CH3:1][N:2]1[C:6](=S)[NH:5][N:4]=[C:3]1[C:8]1[CH:9]=[C:10]([NH:14][C:15]([C:17]2[C:29]3[CH2:28][C:27]4[C:22](=[CH:23][CH:24]=[CH:25][CH:26]=4)[C:21]=3[CH:20]=[CH:19][CH:18]=2)=[O:16])[CH:11]=[N:12][CH:13]=1.N([O-])=O.[Na+], predict the reaction product. The product is: [CH3:1][N:2]1[CH:6]=[N:5][N:4]=[C:3]1[C:8]1[CH:9]=[C:10]([NH:14][C:15]([C:17]2[C:29]3[CH2:28][C:27]4[C:22](=[CH:23][CH:24]=[CH:25][CH:26]=4)[C:21]=3[CH:20]=[CH:19][CH:18]=2)=[O:16])[CH:11]=[N:12][CH:13]=1. (9) Given the reactants [Cl:1][C:2]1[CH:3]=[C:4]([C:12]2[S:16][C:15]([C:17]3[C:18]([CH3:35])=[C:19]4[C:24](=[CH:25][CH:26]=3)[CH2:23][N:22]([CH:27]3[CH2:32][O:31]C(C)(C)[O:29][CH2:28]3)[CH2:21][CH2:20]4)=[N:14][N:13]=2)[CH:5]=[CH:6][C:7]=1[O:8][CH:9]([CH3:11])[CH3:10].Cl, predict the reaction product. The product is: [ClH:1].[Cl:1][C:2]1[CH:3]=[C:4]([C:12]2[S:16][C:15]([C:17]3[C:18]([CH3:35])=[C:19]4[C:24](=[CH:25][CH:26]=3)[CH2:23][N:22]([CH:27]([CH2:32][OH:31])[CH2:28][OH:29])[CH2:21][CH2:20]4)=[N:14][N:13]=2)[CH:5]=[CH:6][C:7]=1[O:8][CH:9]([CH3:10])[CH3:11].